Dataset: Catalyst prediction with 721,799 reactions and 888 catalyst types from USPTO. Task: Predict which catalyst facilitates the given reaction. (1) The catalyst class is: 25. Product: [CH2:1]([O:3][C:4](=[O:22])[C:5]([CH3:21])([O:14][C:15]1[CH:20]=[CH:19][CH:18]=[CH:17][CH:16]=1)[CH2:6][C:7]1[CH:12]=[CH:11][C:10]([O:13][CH2:36][CH2:35][C:33]2[N:34]=[C:30]([C:26]3[CH:27]=[CH:28][CH:29]=[C:24]([Br:23])[CH:25]=3)[O:31][C:32]=2[CH3:48])=[CH:9][CH:8]=1)[CH3:2]. Reactant: [CH2:1]([O:3][C:4](=[O:22])[C:5]([CH3:21])([O:14][C:15]1[CH:20]=[CH:19][CH:18]=[CH:17][CH:16]=1)[CH2:6][C:7]1[CH:12]=[CH:11][C:10]([OH:13])=[CH:9][CH:8]=1)[CH3:2].[Br:23][C:24]1[CH:25]=[C:26]([C:30]2[O:31][C:32]([CH3:48])=[C:33]([CH2:35][CH2:36]OS(C3C=CC(C)=CC=3)(=O)=O)[N:34]=2)[CH:27]=[CH:28][CH:29]=1. (2) Reactant: [Cl:1][C:2]1[CH:7]=[CH:6][C:5]([F:8])=[CH:4][C:3]=1[O:9][C:10]1[CH:15]=[CH:14][C:13](I)=[CH:12][CH:11]=1.[NH:17]1[CH:21]=[C:20]([C:22]([O:24][CH2:25][CH3:26])=[O:23])[CH:19]=[N:18]1.C(=O)([O-])[O-].[K+].[K+].CN[C@@H]1CCCC[C@H]1NC. Product: [Cl:1][C:2]1[CH:7]=[CH:6][C:5]([F:8])=[CH:4][C:3]=1[O:9][C:10]1[CH:15]=[CH:14][C:13]([N:17]2[CH:21]=[C:20]([C:22]([O:24][CH2:25][CH3:26])=[O:23])[CH:19]=[N:18]2)=[CH:12][CH:11]=1. The catalyst class is: 432.